This data is from Full USPTO retrosynthesis dataset with 1.9M reactions from patents (1976-2016). The task is: Predict the reactants needed to synthesize the given product. (1) Given the product [CH3:8][NH:9][CH2:10][C@H:11]([OH:18])[CH2:12][N:13]1[CH2:17][CH2:16][CH2:15][CH2:14]1, predict the reactants needed to synthesize it. The reactants are: C([CH2:8][NH:9][CH2:10][C@@H:11]([OH:18])[CH2:12][N:13]1[CH2:17][CH2:16][CH2:15][CH2:14]1)C1C=CC=CC=1. (2) Given the product [Br:28][C:25]1[CH:26]=[CH:27][C:22]([C:20]2[N:14]=[C:13]([C:12]3[CH:16]=[CH:17][C:9]([O:8][CH2:1][CH2:2][CH2:3][CH2:4][CH2:5][CH2:6][CH3:7])=[CH:10][CH:11]=3)[S:15][CH:19]=2)=[CH:23][CH:24]=1, predict the reactants needed to synthesize it. The reactants are: [CH2:1]([O:8][C:9]1[CH:17]=[CH:16][C:12]([C:13](=[S:15])[NH2:14])=[CH:11][CH:10]=1)[CH2:2][CH2:3][CH2:4][CH2:5][CH2:6][CH3:7].Br[CH2:19][C:20]([C:22]1[CH:27]=[CH:26][C:25]([Br:28])=[CH:24][CH:23]=1)=O. (3) Given the product [Cl:1][C:2]1[CH:3]=[C:4]2[C:9](=[CH:10][CH:11]=1)[C:8]([C:13]1[CH:14]=[CH:15][C:16]([Cl:19])=[CH:17][CH:18]=1)([CH3:12])[C:7](=[O:20])[C:6]([C:21]([NH:23][CH2:24][C:25]([OH:27])=[O:26])=[O:22])=[C:5]2[OH:32], predict the reactants needed to synthesize it. The reactants are: [Cl:1][C:2]1[CH:3]=[C:4]2[C:9](=[CH:10][CH:11]=1)[C:8]([C:13]1[CH:18]=[CH:17][C:16]([Cl:19])=[CH:15][CH:14]=1)([CH3:12])[C:7](=[O:20])[C:6]([C:21]([NH:23][CH2:24][C:25]([O:27]C(C)(C)C)=[O:26])=[O:22])=[C:5]2[OH:32].C(O)(C(F)(F)F)=O. (4) Given the product [CH3:22][CH:21]([N:20]1[C:16]([C:10]2[N:11]=[C:12]3[N:8]([CH:9]=2)[CH2:7][CH2:6][O:5][C:4]2[C:13]3=[CH:14][C:15]([C:27]([O:45][CH3:46])=[O:67])=[CH:2][CH:3]=2)=[N:17][CH:18]=[N:19]1)[CH3:23], predict the reactants needed to synthesize it. The reactants are: Br[C:2]1[CH:3]=[C:4]2[C:13](=[CH:14][CH:15]=1)[C:12]1[N:8]([CH:9]=[C:10]([C:16]3[N:20]([CH:21]([CH3:23])[CH3:22])[N:19]=[CH:18][N:17]=3)[N:11]=1)[CH2:7][CH2:6][O:5]2.CC1(C)C2[C:46](=C(P(C3C=CC=CC=3)C3C=CC=CC=3)C=CC=2)[O:45][C:27]2C(P(C3C=CC=CC=3)C3C=CC=CC=3)=CC=CC1=2.C[OH:67]. (5) The reactants are: C[O:2][C:3]([C:5]1([C:9]2[CH:14]=[CH:13][C:12]([NH:15][C:16]3[N:21]=[C:20]([N:22]([C:24]([CH3:27])([CH3:26])[CH3:25])[CH3:23])[CH:19]=[C:18]([C:28]4[CH:33]=[CH:32][CH:31]=[CH:30][CH:29]=4)[N:17]=3)=[CH:11][CH:10]=2)[CH2:8][CH2:7][CH2:6]1)=[O:4].C1COCC1.[OH-].[Na+]. Given the product [C:24]([N:22]([CH3:23])[C:20]1[CH:19]=[C:18]([C:28]2[CH:29]=[CH:30][CH:31]=[CH:32][CH:33]=2)[N:17]=[C:16]([NH:15][C:12]2[CH:11]=[CH:10][C:9]([C:5]3([C:3]([OH:4])=[O:2])[CH2:8][CH2:7][CH2:6]3)=[CH:14][CH:13]=2)[N:21]=1)([CH3:27])([CH3:26])[CH3:25], predict the reactants needed to synthesize it.